From a dataset of Reaction yield outcomes from USPTO patents with 853,638 reactions. Predict the reaction yield, written as a fraction of the theoretical maximum amount of product (1.0 means a 100% yield; for example, 0.34 means a 34% yield). (1) The reactants are [OH:1][CH:2]([C:13]1[CH:18]=[CH:17][CH:16]=[CH:15][C:14]=1[O:19][CH3:20])[CH2:3][O:4][C:5]1[CH:12]=[CH:11][C:8]([CH:9]=O)=[CH:7][CH:6]=1.[S:21]1[CH2:25][C:24](=[O:26])[NH:23][C:22]1=[O:27].N1CCCCC1. The catalyst is CCO. The product is [OH:1][CH:2]([C:13]1[CH:18]=[CH:17][CH:16]=[CH:15][C:14]=1[O:19][CH3:20])[CH2:3][O:4][C:5]1[CH:12]=[CH:11][C:8](/[CH:9]=[C:25]2/[C:24](=[O:26])[NH:23][C:22](=[O:27])[S:21]/2)=[CH:7][CH:6]=1. The yield is 0.800. (2) The reactants are C(OC([NH:8][C@@H:9]([CH2:23][C@H:24]1[CH2:29][CH2:28][C@H:27]([F:30])[CH2:26][CH2:25]1)[CH2:10][N:11]([CH3:22])[C:12](=[O:21])[O:13][CH2:14][C:15]1[CH:20]=[CH:19][CH:18]=[CH:17][CH:16]=1)=O)(C)(C)C. The catalyst is C(O)(C(F)(F)F)=O.C(Cl)Cl. The product is [NH2:8][C@@H:9]([CH2:23][C@H:24]1[CH2:25][CH2:26][C@H:27]([F:30])[CH2:28][CH2:29]1)[CH2:10][N:11]([CH3:22])[C:12](=[O:21])[O:13][CH2:14][C:15]1[CH:16]=[CH:17][CH:18]=[CH:19][CH:20]=1. The yield is 0.930. (3) The yield is 0.544. The catalyst is CCO. The reactants are [NH:1]1[CH2:6][CH2:5][CH2:4][CH2:3][CH2:2]1.Cl[CH2:8][C:9]([C:11]1[C:19]2[C:14](=[N:15][CH:16]=[C:17]([NH:20][C:21](=[O:37])[C:22]3[C:27]([F:28])=[CH:26][CH:25]=[C:24]([NH:29][S:30]([CH2:33][CH2:34][CH3:35])(=[O:32])=[O:31])[C:23]=3[F:36])[CH:18]=2)[NH:13][CH:12]=1)=[O:10]. The product is [F:36][C:23]1[C:24]([NH:29][S:30]([CH2:33][CH2:34][CH3:35])(=[O:32])=[O:31])=[CH:25][CH:26]=[C:27]([F:28])[C:22]=1[C:21]([NH:20][C:17]1[CH:18]=[C:19]2[C:11]([C:9](=[O:10])[CH2:8][N:1]3[CH2:6][CH2:5][CH2:4][CH2:3][CH2:2]3)=[CH:12][NH:13][C:14]2=[N:15][CH:16]=1)=[O:37]. (4) The product is [Cl:31][C:13]1[CH:14]=[C:15]2[C:20](=[CH:21][C:12]=1[CH2:11][C:3]1[CH:8]=[C:7]([CH3:9])[CH:6]=[CH:5][N:4]=1)[O:19][CH:18]([C:22]([F:25])([F:24])[F:23])[C:17]([C:26]([O:28][CH2:29][CH3:30])=[O:27])=[CH:16]2. The catalyst is [Cl-].[Cl-].[Zn+2].Cl[Pd](Cl)([P](C1C=CC=CC=1)(C1C=CC=CC=1)C1C=CC=CC=1)[P](C1C=CC=CC=1)(C1C=CC=CC=1)C1C=CC=CC=1.C1COCC1. The reactants are Br[Mg][C:3]1[CH:8]=[C:7]([CH3:9])[CH:6]=[CH:5][N:4]=1.Br[CH2:11][C:12]1[CH:21]=[C:20]2[C:15]([CH:16]=[C:17]([C:26]([O:28][CH2:29][CH3:30])=[O:27])[CH:18]([C:22]([F:25])([F:24])[F:23])[O:19]2)=[CH:14][C:13]=1[Cl:31]. The yield is 0.0500. (5) The reactants are [F:1][C:2]([F:42])([F:41])[C:3]1[CH:4]=[C:5]([C@@H:13]([N:15]([CH3:40])[C:16]([N:18]2[CH2:31][CH2:30][C@:21]3([NH:25][C@H:24]([C:26]([O:28]C)=O)[CH2:23][CH2:22]3)[CH2:20][C@@H:19]2[C:32]2[CH:37]=[CH:36][C:35]([F:38])=[CH:34][C:33]=2[CH3:39])=[O:17])[CH3:14])[CH:6]=[C:7]([C:9]([F:12])([F:11])[F:10])[CH:8]=1.[NH3:43]. No catalyst specified. The product is [F:10][C:9]([F:12])([F:11])[C:7]1[CH:6]=[C:5]([C@@H:13]([N:15]([CH3:40])[C:16]([N:18]2[CH2:31][CH2:30][C@:21]3([NH:25][C@H:24]([C:26]([NH2:43])=[O:28])[CH2:23][CH2:22]3)[CH2:20][C@@H:19]2[C:32]2[CH:37]=[CH:36][C:35]([F:38])=[CH:34][C:33]=2[CH3:39])=[O:17])[CH3:14])[CH:4]=[C:3]([C:2]([F:1])([F:41])[F:42])[CH:8]=1. The yield is 0.980. (6) The reactants are [CH:1]1([CH2:4][O:5][C:6]2[CH:7]=[C:8]([CH:16]([N:23]3[CH2:31][C:30]4[C:25](=[C:26]([N+:32]([O-])=O)[CH:27]=[CH:28][CH:29]=4)[C:24]3=[O:35])[CH2:17][C:18]([N:20]([CH3:22])[CH3:21])=[O:19])[CH:9]=[CH:10][C:11]=2[O:12][CH:13]([F:15])[F:14])[CH2:3][CH2:2]1.[H][H]. The catalyst is C(OCC)(=O)C.[Pd]. The product is [NH2:32][C:26]1[CH:27]=[CH:28][CH:29]=[C:30]2[C:25]=1[C:24](=[O:35])[N:23]([CH:16]([C:8]1[CH:9]=[CH:10][C:11]([O:12][CH:13]([F:14])[F:15])=[C:6]([O:5][CH2:4][CH:1]3[CH2:2][CH2:3]3)[CH:7]=1)[CH2:17][C:18]([N:20]([CH3:21])[CH3:22])=[O:19])[CH2:31]2. The yield is 0.650.